From a dataset of Reaction yield outcomes from USPTO patents with 853,638 reactions. Predict the reaction yield, written as a fraction of the theoretical maximum amount of product (1.0 means a 100% yield; for example, 0.34 means a 34% yield). (1) The catalyst is CN(C=O)C. The product is [F:1][C:2]1[C:7]([S:22][CH2:19][CH2:20][CH3:21])=[CH:6][C:5]([NH2:9])=[C:4]([N+:10]([O-:12])=[O:11])[CH:3]=1. The yield is 0.980. The reactants are [F:1][C:2]1[C:7](F)=[CH:6][C:5]([NH2:9])=[C:4]([N+:10]([O-:12])=[O:11])[CH:3]=1.C(=O)([O-])[O-].[K+].[K+].[CH2:19]([SH:22])[CH2:20][CH3:21]. (2) The reactants are [CH3:1][N:2]1[CH:12]=[CH:11][C:5]2[O:6][CH2:7][C:8](=[O:10])[NH:9][C:4]=2[C:3]1=[O:13].C1C(=O)N([Br:21])C(=O)C1.CC(=O)OCC. The catalyst is CC#N. The product is [Br:21][C:11]1[C:5]2[O:6][CH2:7][C:8](=[O:10])[NH:9][C:4]=2[C:3](=[O:13])[N:2]([CH3:1])[CH:12]=1. The yield is 0.390. (3) The reactants are [CH2:1]([O:4][C:5]1[CH:10]=[CH:9][C:8]([CH2:11][C@H:12]([NH:20]C(OC(C)(C)C)=O)[C:13]([O:15][C:16]([CH3:19])([CH3:18])[CH3:17])=[O:14])=[CH:7][CH:6]=1)[CH:2]=[CH2:3].Cl. The catalyst is CCOC(C)=O.CCOCC. The product is [CH2:1]([O:4][C:5]1[CH:10]=[CH:9][C:8]([CH2:11][C@H:12]([NH2:20])[C:13]([O:15][C:16]([CH3:19])([CH3:18])[CH3:17])=[O:14])=[CH:7][CH:6]=1)[CH:2]=[CH2:3]. The yield is 0.820. (4) The reactants are Br[C:2]1[CH:7]=[CH:6][C:5]([C@H:8]([N:10]2[CH2:15][CH2:14][C@@:13]([C:19]3[CH:24]=[CH:23][C:22]([F:25])=[CH:21][CH:20]=3)([CH2:16][CH2:17][OH:18])[O:12][C:11]2=[O:26])[CH3:9])=[CH:4][CH:3]=1.[F:27][C:28]1[CH:33]=[C:32]([F:34])[CH:31]=[CH:30][C:29]=1B(O)O. The catalyst is O1CCOCC1.C1C=CC([P]([Pd]([P](C2C=CC=CC=2)(C2C=CC=CC=2)C2C=CC=CC=2)([P](C2C=CC=CC=2)(C2C=CC=CC=2)C2C=CC=CC=2)[P](C2C=CC=CC=2)(C2C=CC=CC=2)C2C=CC=CC=2)(C2C=CC=CC=2)C2C=CC=CC=2)=CC=1. The product is [F:27][C:28]1[CH:33]=[C:32]([F:34])[CH:31]=[CH:30][C:29]=1[C:2]1[CH:3]=[CH:4][C:5]([C@H:8]([N:10]2[CH2:15][CH2:14][C@@:13]([C:19]3[CH:20]=[CH:21][C:22]([F:25])=[CH:23][CH:24]=3)([CH2:16][CH2:17][OH:18])[O:12][C:11]2=[O:26])[CH3:9])=[CH:6][CH:7]=1. The yield is 0.420. (5) The reactants are [CH3:1][O:2][C:3]1[CH:25]=[CH:24][C:6]([CH2:7][O:8][C:9]2[C:18](=[O:19])[C:17]3[C:12](=[C:13]([C:20]([NH2:22])=[O:21])[CH:14]=[CH:15][CH:16]=3)[N:11]([CH3:23])[CH:10]=2)=[CH:5][CH:4]=1.[H-].[Na+].Cl.Cl[CH2:30][CH2:31][N:32]1[CH2:36][CH2:35][CH2:34][CH2:33]1.C(N(CC)CC)C. The catalyst is CN(C)C=O. The product is [CH3:1][O:2][C:3]1[CH:4]=[CH:5][C:6]([CH2:7][O:8][C:9]2[C:18](=[O:19])[C:17]3[C:12](=[C:13]([C:20]([NH:22][CH2:30][CH2:31][N:32]4[CH2:36][CH2:35][CH2:34][CH2:33]4)=[O:21])[CH:14]=[CH:15][CH:16]=3)[N:11]([CH3:23])[CH:10]=2)=[CH:24][CH:25]=1. The yield is 0.214. (6) The reactants are [F:1][CH:2]([F:37])[O:3][C:4]1[CH:5]=[C:6]2[C:10](=[CH:11][CH:12]=1)[N:9]([CH3:13])[N:8]=[C:7]2[C:14]1[N:15]=[C:16]2[C:22]([C:23]([NH:25][CH:26]([CH3:28])[CH3:27])=[O:24])=[CH:21][N:20](COCC[Si](C)(C)C)[C:17]2=[N:18][CH:19]=1.C(O)(C(F)(F)F)=O. The catalyst is ClCCl. The product is [F:37][CH:2]([F:1])[O:3][C:4]1[CH:5]=[C:6]2[C:10](=[CH:11][CH:12]=1)[N:9]([CH3:13])[N:8]=[C:7]2[C:14]1[N:15]=[C:16]2[C:22]([C:23]([NH:25][CH:26]([CH3:27])[CH3:28])=[O:24])=[CH:21][NH:20][C:17]2=[N:18][CH:19]=1. The yield is 0.940. (7) The reactants are C(N(C(C)C)CC)(C)C.O[CH:11]1[CH2:13][CH:12]1[C:14]([OH:16])=O.[NH2:17][C:18]1[CH:23]=[CH:22][C:21]([C:24]2[S:47][C:27]3[N:28]([CH2:38][C:39]4[C:44]([F:45])=[CH:43][CH:42]=[CH:41][C:40]=4[F:46])[CH:29]=[C:30]([C:33](=[O:37])[CH:34]([CH3:36])[CH3:35])[C:31](=[O:32])[C:26]=3[C:25]=2[CH2:48][N:49]([CH2:51][C:52]2[CH:57]=[CH:56][CH:55]=[CH:54][CH:53]=2)[CH3:50])=[CH:20][CH:19]=1.F[P-](F)(F)(F)(F)F.N1([O:74][P+](N(C)C)(N(C)C)N(C)C)C2C=CC=CC=2N=N1. The catalyst is ClCCl. The product is [CH2:51]([N:49]([CH2:48][C:25]1[C:26]2[C:31](=[O:32])[C:30]([C:33](=[O:37])[CH:34]([CH3:36])[CH3:35])=[CH:29][N:28]([CH2:38][C:39]3[C:44]([F:45])=[CH:43][CH:42]=[CH:41][C:40]=3[F:46])[C:27]=2[S:47][C:24]=1[C:21]1[CH:20]=[CH:19][C:18]([NH:17][C:14]([C:12]2([OH:74])[CH2:11][CH2:13]2)=[O:16])=[CH:23][CH:22]=1)[CH3:50])[C:52]1[CH:53]=[CH:54][CH:55]=[CH:56][CH:57]=1. The yield is 0.410.